Dataset: Forward reaction prediction with 1.9M reactions from USPTO patents (1976-2016). Task: Predict the product of the given reaction. (1) Given the reactants [OH:1][C:2]1[CH:7]=[CH:6][C:5]([CH2:8][C@H:9]([O:19][C:20]2[CH:25]=[CH:24][C:23]([CH:26]([CH3:28])[CH3:27])=[CH:22][CH:21]=2)[C:10]([O:12][CH2:13][CH2:14][Si:15]([CH3:18])([CH3:17])[CH3:16])=[O:11])=[CH:4][CH:3]=1.CS(O[CH2:34][CH2:35][NH:36][C:37](=[O:43])[O:38][C:39]([CH3:42])([CH3:41])[CH3:40])(=O)=O.C(=O)([O-])[O-].[K+].[K+], predict the reaction product. The product is: [C:39]([O:38][C:37]([NH:36][CH2:35][CH2:34][O:1][C:2]1[CH:7]=[CH:6][C:5]([CH2:8][C@H:9]([O:19][C:20]2[CH:21]=[CH:22][C:23]([CH:26]([CH3:28])[CH3:27])=[CH:24][CH:25]=2)[C:10]([O:12][CH2:13][CH2:14][Si:15]([CH3:17])([CH3:18])[CH3:16])=[O:11])=[CH:4][CH:3]=1)=[O:43])([CH3:42])([CH3:41])[CH3:40]. (2) Given the reactants [Cl:1][C:2]1[CH:3]=[N:4][C:5]2[C:10]([C:11]=1[CH:12]=[O:13])=[CH:9][CH:8]=[CH:7][CH:6]=2.C(=O)([O-])[O-].[K+].[K+].[N+:20]([CH3:23])([O-:22])=[O:21], predict the reaction product. The product is: [Cl:1][C:2]1[CH:3]=[N:4][C:5]2[C:10]([C:11]=1[CH:12]([OH:13])[CH2:23][N+:20]([O-:22])=[O:21])=[CH:9][CH:8]=[CH:7][CH:6]=2. (3) Given the reactants Cl[C:2]1[CH:7]=[CH:6][C:5]([N+:8]([O-:10])=[O:9])=[CH:4][N:3]=1.[S:11]1[CH:15]=[CH:14][N:13]=[C:12]1[NH2:16].[Na], predict the reaction product. The product is: [N+:8]([C:5]1[CH:6]=[CH:7][C:2]([NH:16][C:12]2[S:11][CH:15]=[CH:14][N:13]=2)=[N:3][CH:4]=1)([O-:10])=[O:9]. (4) Given the reactants [NH2:1][C:2]1[CH:7]=[CH:6][C:5]([Cl:8])=[CH:4][C:3]=1[C:9]([C:11]1[CH:16]=[CH:15][N:14]=[C:13]([Cl:17])[CH:12]=1)=[O:10].[C:18]([C:22]1[CH:27]=[CH:26][C:25]([S:28](Cl)(=[O:30])=[O:29])=[CH:24][CH:23]=1)([CH3:21])([CH3:20])[CH3:19], predict the reaction product. The product is: [C:18]([C:22]1[CH:27]=[CH:26][C:25]([S:28]([NH:1][C:2]2[CH:7]=[CH:6][C:5]([Cl:8])=[CH:4][C:3]=2[C:9]([C:11]2[CH:16]=[CH:15][N:14]=[C:13]([Cl:17])[CH:12]=2)=[O:10])(=[O:30])=[O:29])=[CH:24][CH:23]=1)([CH3:21])([CH3:19])[CH3:20]. (5) Given the reactants [CH2:1]([N:8]1[CH2:13][CH2:12][C:11](=O)[C:10]([CH2:16][CH3:17])([CH3:15])[CH2:9]1)[C:2]1[CH:7]=[CH:6][CH:5]=[CH:4][CH:3]=1.[CH:18]1([NH2:21])[CH2:20][CH2:19]1.C([BH3-])#N.[Na+], predict the reaction product. The product is: [CH2:1]([N:8]1[CH2:13][CH2:12][CH:11]([NH:21][CH:18]2[CH2:20][CH2:19]2)[C:10]([CH2:16][CH3:17])([CH3:15])[CH2:9]1)[C:2]1[CH:7]=[CH:6][CH:5]=[CH:4][CH:3]=1. (6) Given the reactants [CH:1]1[C:6]([NH2:7])=[CH:5][CH:4]=[C:3]([OH:8])[CH:2]=1.C(=O)(O)[O-].[Na+].O.[C:15](O[C:15]([O:17][C:18]([CH3:21])([CH3:20])[CH3:19])=[O:16])([O:17][C:18]([CH3:21])([CH3:20])[CH3:19])=[O:16], predict the reaction product. The product is: [C:18]([O:17][C:15](=[O:16])[NH:7][C:6]1[CH:5]=[CH:4][C:3]([OH:8])=[CH:2][CH:1]=1)([CH3:21])([CH3:20])[CH3:19]. (7) Given the reactants [CH3:1][O:2][C:3]1[CH:8]=[CH:7][C:6]([O:9][CH3:10])=[CH:5][C:4]=1[CH2:11][CH2:12][NH:13][C:14]([NH:16][C@@H:17]([C:28]([NH:30][C@H:31]([C:47]([N:49]1[CH2:54][CH2:53][N:52]([C:55]2[CH:60]=[CH:59][N:58]=[CH:57][CH:56]=2)[CH2:51][CH2:50]1)=[O:48])[CH2:32][CH2:33][CH2:34][CH2:35][NH:36]C(OCC1C=CC=CC=1)=O)=[O:29])[CH2:18][C:19]1[CH:24]=[C:23]([Br:25])[C:22]([OH:26])=[C:21]([Br:27])[CH:20]=1)=[O:15].Br.C(OCC)C, predict the reaction product. The product is: [CH3:1][O:2][C:3]1[CH:8]=[CH:7][C:6]([O:9][CH3:10])=[CH:5][C:4]=1[CH2:11][CH2:12][NH:13][C:14]([NH:16][CH:17]([C:28]([NH:30][C@H:31]([C:47]([N:49]1[CH2:50][CH2:51][N:52]([C:55]2[CH:60]=[CH:59][N:58]=[CH:57][CH:56]=2)[CH2:53][CH2:54]1)=[O:48])[CH2:32][CH2:33][CH2:34][CH2:35][NH2:36])=[O:29])[CH2:18][C:19]1[CH:24]=[C:23]([Br:25])[C:22]([OH:26])=[C:21]([Br:27])[CH:20]=1)=[O:15].